This data is from Catalyst prediction with 721,799 reactions and 888 catalyst types from USPTO. The task is: Predict which catalyst facilitates the given reaction. (1) Reactant: [NH2:1][C@@H:2]1[CH2:13][CH:12]=[CH:11][CH2:10][CH2:9][C:8](=[O:14])[O:7][C@H:6]([C:15]2[CH:20]=[CH:19][CH:18]=[CH:17][CH:16]=2)[C@@H:5]([CH3:21])[N:4]([CH3:22])[C:3]1=[O:23].C(N(CC)CC)C.[C:31](OC(=O)C)(=[O:33])[CH3:32]. Product: [CH3:21][C@H:5]1[N:4]([CH3:22])[C:3](=[O:23])[C@H:2]([NH:1][C:31](=[O:33])[CH3:32])[CH2:13][CH:12]=[CH:11][CH2:10][CH2:9][C:8](=[O:14])[O:7][C@@H:6]1[C:15]1[CH:20]=[CH:19][CH:18]=[CH:17][CH:16]=1. The catalyst class is: 3. (2) Product: [F:10][C:6]1[CH:5]=[C:4]([C:11]2[C:12]([C:17]3[CH:22]=[CH:21][CH:20]=[CH:19][CH:18]=3)=[N:13][O:14][C:15]=2[CH3:16])[CH:3]=[C:2]([F:1])[C:7]=1[S:8]([CH3:9])=[O:33]. The catalyst class is: 98. Reactant: [F:1][C:2]1[CH:3]=[C:4]([C:11]2[C:12]([C:17]3[CH:22]=[CH:21][CH:20]=[CH:19][CH:18]=3)=[N:13][O:14][C:15]=2[CH3:16])[CH:5]=[C:6]([F:10])[C:7]=1[S:8][CH3:9].O.O.O.O.O.O.C(O[O-])(=O)C1C(=CC=CC=1)C([O-])=[O:33].[Mg+2].O. (3) Reactant: [Br:1][C:2]1[CH:9]=[CH:8][C:5]([CH2:6]Br)=[CH:4][CH:3]=1.C([N:12]([CH2:15][CH3:16])[CH2:13]C)C.N1CCC1. Product: [Br:1][C:2]1[CH:9]=[CH:8][C:5]([CH2:6][N:12]2[CH2:13][CH2:16][CH2:15]2)=[CH:4][CH:3]=1. The catalyst class is: 1. (4) Reactant: [CH2:1]([NH2+:7][CH2:8][CH2:9][CH2:10][CH2:11][CH2:12][CH3:13])[CH2:2][CH2:3][CH2:4][CH2:5][CH3:6].[C:14]1([CH3:23])[CH:19]=[CH:18][CH:17]=[C:16]([C:20]([O-:22])=O)[CH:15]=1. Product: [CH2:8]([N:7]([CH2:1][CH2:2][CH2:3][CH2:4][CH2:5][CH3:6])[C:20]([C:16]1[CH:15]=[C:14]([CH3:23])[CH:19]=[CH:18][CH:17]=1)=[O:22])[CH2:9][CH2:10][CH2:11][CH2:12][CH3:13]. The catalyst class is: 292. (5) Reactant: [CH2:1]([O:4][C:5]1[CH:12]=[CH:11][C:8]([CH:9]=O)=[CH:7][C:6]=1[Br:13])[CH:2]=[CH2:3].[N:14]([CH2:17][C:18]([O:20][CH2:21][CH3:22])=[O:19])=[N+:15]=[N-:16].CC[O-].[Na+].O. Product: [CH2:1]([O:4][C:5]1[CH:12]=[CH:11][C:8]([CH:9]=[C:17]([N:14]=[N+:15]=[N-:16])[C:18]([O:20][CH2:21][CH3:22])=[O:19])=[CH:7][C:6]=1[Br:13])[CH:2]=[CH2:3]. The catalyst class is: 14. (6) Reactant: Cl[C:2]1[CH:3]=[C:4](SC2[C:7]3[C:2](=[CH:3][C:4](C)=[CH:5][CH:6]=3)NC=2CCC(N)=O)[CH:5]=[C:6](Cl)[CH:7]=1.[Cl:25][C:26]1[CH:31]=[CH:30][C:29]([S:32][C:33]2[C:41]3[C:36](=[CH:37][CH:38]=[CH:39][C:40]=3[CH3:42])[NH:35][C:34]=2[C:43]([OH:45])=[O:44])=[CH:28][CH:27]=1.C(Cl)(=O)C(Cl)=O.C1(O)C=CC=CC=1. Product: [Cl:25][C:26]1[CH:27]=[CH:28][C:29]([S:32][C:33]2[C:41]3[C:36](=[CH:37][CH:38]=[CH:39][C:40]=3[CH3:42])[NH:35][C:34]=2[C:43]([O:45][C:2]2[CH:3]=[CH:4][CH:5]=[CH:6][CH:7]=2)=[O:44])=[CH:30][CH:31]=1. The catalyst class is: 859.